Dataset: Forward reaction prediction with 1.9M reactions from USPTO patents (1976-2016). Task: Predict the product of the given reaction. (1) Given the reactants [F:1][C:2]1[C:10]2[O:9][N:8]=[C:7]([CH3:11])[C:6]=2[CH:5]=[C:4]([C:12]([O:14][CH3:15])=[O:13])[C:3]=1[NH:16][C:17]1[CH:22]=[CH:21][CH:20]=[CH:19][C:18]=1[F:23].[I:24]N1C(=O)CCC1=O.C(O)(C(F)(F)F)=O, predict the reaction product. The product is: [F:1][C:2]1[C:10]2[O:9][N:8]=[C:7]([CH3:11])[C:6]=2[CH:5]=[C:4]([C:12]([O:14][CH3:15])=[O:13])[C:3]=1[NH:16][C:17]1[CH:22]=[CH:21][C:20]([I:24])=[CH:19][C:18]=1[F:23]. (2) The product is: [Br:1][C:2]1[CH:9]=[C:8]([N+:10]([O-:12])=[O:11])[CH:7]=[CH:6][C:3]=1[C:4]1[O:5][CH:25]=[N:24][CH:23]=1. Given the reactants [Br:1][C:2]1[CH:9]=[C:8]([N+:10]([O-:12])=[O:11])[CH:7]=[CH:6][C:3]=1[CH:4]=[O:5].CC1C=CC(S([CH2:23][N+:24]#[C-:25])(=O)=O)=CC=1.C(=O)([O-])[O-].[K+].[K+].C([O-])(O)=O.[Na+], predict the reaction product. (3) Given the reactants [CH3:1][C:2]1([CH3:24])[C:11]2[C:6](=[CH:7][C:8]([CH3:23])=[C:9]([CH2:13][C:14]3[O:18][C:17]([C:19]([O:21]C)=[O:20])=[CH:16][CH:15]=3)[C:10]=2[CH3:12])[O:5][CH2:4][CH2:3]1.CO.Cl, predict the reaction product. The product is: [CH3:1][C:2]1([CH3:24])[C:11]2[C:6](=[CH:7][C:8]([CH3:23])=[C:9]([CH2:13][C:14]3[O:18][C:17]([C:19]([OH:21])=[O:20])=[CH:16][CH:15]=3)[C:10]=2[CH3:12])[O:5][CH2:4][CH2:3]1. (4) The product is: [Br:1][C:2]1[CH:3]=[CH:4][CH:5]=[C:6]2[C:10]=1[NH:9][CH:8]=[C:7]2[CH:16]1[CH2:17][CH2:18][NH:13][CH2:14][CH2:15]1. Given the reactants [Br:1][C:2]1[CH:3]=[CH:4][CH:5]=[C:6]2[C:10]=1[NH:9][CH:8]=[CH:7]2.Cl.O.[NH:13]1[CH2:18][CH2:17][C:16](=O)[CH2:15][CH2:14]1, predict the reaction product. (5) Given the reactants [NH:1]([C:3]1[N:8]([CH2:9][CH:10]([CH3:12])[CH3:11])[C:7](=[O:13])[N:6]([CH3:14])[C:5](=[O:15])[CH:4]=1)[NH2:2].[F:16][C:17]([F:31])([F:30])[C:18]1[CH:19]=[C:20]2[C:25](=[CH:26][CH:27]=1)[N:24]=[CH:23][CH:22]=[C:21]2[CH:28]=O.[CH3:32][N:33]1[CH:37]=[C:36]([C:38](=[O:41])[CH2:39][CH3:40])[CH:35]=[C:34]1[CH:42]=O, predict the reaction product. The product is: [CH2:9]([N:8]1[C:3]2=[N:1][N:2]([CH2:28][C:21]3[C:20]4[C:25](=[CH:26][CH:27]=[C:18]([C:17]([F:31])([F:30])[F:16])[CH:19]=4)[N:24]=[CH:23][CH:22]=3)[C:42]([C:34]3[N:33]([CH3:32])[CH:37]=[C:36]([C:38](=[O:41])[CH2:39][CH3:40])[CH:35]=3)=[C:4]2[C:5](=[O:15])[N:6]([CH3:14])[C:7]1=[O:13])[CH:10]([CH3:11])[CH3:12]. (6) Given the reactants [OH:1][C:2]1[CH:3]=[C:4]([CH:36]=[C:37]([NH:39][C:40]2[NH:41][CH2:42][CH:43]([OH:46])[CH2:44][N:45]=2)[CH:38]=1)[C:5]([NH:7][CH2:8][C:9]([NH:11][C@H:12]([C:19]1[CH:24]=[C:23]([C:25]([F:28])([F:27])[F:26])[CH:22]=[C:21]([C:29]([OH:35])([CH3:34])[C:30]([F:33])([F:32])[F:31])[CH:20]=1)[CH2:13][C:14]([O:16]CC)=[O:15])=[O:10])=[O:6].O.[OH-].[Li+].ClCCl, predict the reaction product. The product is: [OH:1][C:2]1[CH:3]=[C:4]([CH:36]=[C:37]([NH:39][C:40]2[NH:45][CH2:44][CH:43]([OH:46])[CH2:42][N:41]=2)[CH:38]=1)[C:5]([NH:7][CH2:8][C:9]([NH:11][C@H:12]([C:19]1[CH:24]=[C:23]([C:25]([F:27])([F:28])[F:26])[CH:22]=[C:21]([C:29]([OH:35])([CH3:34])[C:30]([F:31])([F:32])[F:33])[CH:20]=1)[CH2:13][C:14]([OH:16])=[O:15])=[O:10])=[O:6]. (7) The product is: [O:1]1[C:5]2[CH:6]=[CH:7][C:8]([C:10]3[CH:19]=[CH:18][C:17]4[C:16]5[C:15]([CH2:14][CH2:13][C:12]=4[CH:11]=3)=[N:27][N:26]([C:28]3[CH:33]=[CH:32][CH:31]=[CH:30][N:29]=3)[C:20]=5[OH:21])=[CH:9][C:4]=2[O:3][CH2:2]1. Given the reactants [O:1]1[C:5]2[CH:6]=[CH:7][C:8]([C:10]3[CH:11]=[C:12]4[C:17](=[CH:18][CH:19]=3)[CH:16]([C:20](OCC)=[O:21])[C:15](=O)[CH2:14][CH2:13]4)=[CH:9][C:4]=2[O:3][CH2:2]1.[NH:26]([C:28]1[CH:33]=[CH:32][CH:31]=[CH:30][N:29]=1)[NH2:27], predict the reaction product. (8) Given the reactants [N+:1]([C:4]1[CH:9]=[C:8]([C:10]([CH3:13])([CH3:12])[CH3:11])[CH:7]=[CH:6][C:5]=1[OH:14])([O-:3])=[O:2].[CH3:15][N:16]([CH3:20])[CH2:17][CH2:18]O.C1C=CC(P(C2C=CC=CC=2)C2C=CC=CC=2)=CC=1.CCOC(/N=N/C(OCC)=O)=O, predict the reaction product. The product is: [C:10]([C:8]1[CH:7]=[CH:6][C:5]([O:14][CH2:18][CH2:17][N:16]([CH3:20])[CH3:15])=[C:4]([N+:1]([O-:3])=[O:2])[CH:9]=1)([CH3:11])([CH3:13])[CH3:12]. (9) Given the reactants C([O:3][C:4](=[O:14])[C:5]([C:7]1[S:8][C:9]([Br:13])=[C:10]([Br:12])[CH:11]=1)=[O:6])C.[OH-].[Na+].C(O)(=O)C, predict the reaction product. The product is: [Br:12][C:10]1[CH:11]=[C:7]([C:5](=[O:6])[C:4]([OH:14])=[O:3])[S:8][C:9]=1[Br:13].